This data is from Full USPTO retrosynthesis dataset with 1.9M reactions from patents (1976-2016). The task is: Predict the reactants needed to synthesize the given product. Given the product [C:6]([C:5]1[CH:8]=[CH:9][C:2]([O:1][CH2:14][CH2:15][CH2:16][O:17][C:18]2[CH:19]=[C:20]3[C:24](=[CH:25][CH:26]=2)[C@H:23]([CH2:27][C:28]([O:30][CH2:31][CH3:32])=[O:29])[CH2:22][CH2:21]3)=[C:3]([CH2:10][CH2:11][CH3:12])[CH:4]=1)#[N:7], predict the reactants needed to synthesize it. The reactants are: [OH:1][C:2]1[CH:9]=[CH:8][C:5]([C:6]#[N:7])=[CH:4][C:3]=1[CH2:10][CH2:11][CH3:12].Br[CH2:14][CH2:15][CH2:16][O:17][C:18]1[CH:19]=[C:20]2[C:24](=[CH:25][CH:26]=1)[C@H:23]([CH2:27][C:28]([O:30][CH2:31][CH3:32])=[O:29])[CH2:22][CH2:21]2.C([O-])([O-])=O.[Cs+].[Cs+].